This data is from Reaction yield outcomes from USPTO patents with 853,638 reactions. The task is: Predict the reaction yield, written as a fraction of the theoretical maximum amount of product (1.0 means a 100% yield; for example, 0.34 means a 34% yield). The reactants are [NH2:1][C@:2]12[CH2:38][CH2:37][C@@H:36]([C:39]([CH3:41])=[CH2:40])[C@@H:3]1[C@@H:4]1[C@@:17]([CH3:20])([CH2:18][CH2:19]2)[C@@:16]2([CH3:21])[C@@H:7]([C@:8]3([CH3:35])[C@@H:13]([CH2:14][CH2:15]2)[C:12]([CH3:23])([CH3:22])[C:11]([C:24]2[CH:33]=[CH:32][C:27]([C:28]([O:30][CH3:31])=[O:29])=[C:26]([F:34])[CH:25]=2)=[CH:10][CH2:9]3)[CH2:6][CH2:5]1.[I-].[K+].P(=O)(O)(O)O.[K].FC(F)(F)S(O[CH2:56][CH2:57][CH2:58][N:59]1[CH2:63][CH2:62][CH2:61][C:60]1=[O:64])(=O)=O. The product is [F:34][C:26]1[CH:25]=[C:24]([C:11]2[C:12]([CH3:22])([CH3:23])[C@H:13]3[C@:8]([CH3:35])([CH2:9][CH:10]=2)[C@@H:7]2[C@:16]([CH3:21])([C@@:17]4([CH3:20])[C@H:4]([CH2:5][CH2:6]2)[C@H:3]2[C@H:36]([C:39]([CH3:41])=[CH2:40])[CH2:37][CH2:38][C@:2]2([NH:1][CH2:56][CH2:57][CH2:58][N:59]2[CH2:63][CH2:62][CH2:61][C:60]2=[O:64])[CH2:19][CH2:18]4)[CH2:15][CH2:14]3)[CH:33]=[CH:32][C:27]=1[C:28]([O:30][CH3:31])=[O:29]. The catalyst is C(#N)C. The yield is 0.262.